This data is from Experimental lipophilicity measurements (octanol/water distribution) for 4,200 compounds from AstraZeneca. The task is: Regression/Classification. Given a drug SMILES string, predict its absorption, distribution, metabolism, or excretion properties. Task type varies by dataset: regression for continuous measurements (e.g., permeability, clearance, half-life) or binary classification for categorical outcomes (e.g., BBB penetration, CYP inhibition). For this dataset (lipophilicity_astrazeneca), we predict Y. (1) The compound is CCNC1=Nc2ccccc2C(c2ccccc2)=NC1c1cccs1. The Y is 3.98 logD. (2) The compound is CC(C)(C)NC(=O)[C@@H]1CN(Cc2cccnc2)CCN1C[C@@H](O)C[C@@H](Cc1ccccc1)C(=O)N[C@H]1c2ccccc2C[C@H]1O. The Y is 2.90 logD. (3) The compound is COc1ccccc1Oc1c(NS(=O)(=O)c2ccc(C(C)(C)C)cc2)nc(-c2ncccn2)nc1OCCO. The Y is 1.03 logD. (4) The compound is Cc1nn(C2CCOCC2)c(NS(=O)(=O)c2ccc(C3CC3)cc2)c1C(=O)N[C@@H](C)C(C)(C)C. The Y is 1.23 logD.